This data is from Full USPTO retrosynthesis dataset with 1.9M reactions from patents (1976-2016). The task is: Predict the reactants needed to synthesize the given product. (1) Given the product [CH3:31][O:30]/[C:4](=[CH:5]\[C:6]1[C:11]2[S:12][CH:13]=[CH:14][C:10]=2[C:9]([O:15][CH2:16][CH2:17][C:18]2[N:19]=[C:20]([C:24]3[CH:29]=[CH:28][CH:27]=[CH:26][CH:25]=3)[O:21][C:22]=2[CH3:23])=[CH:8][CH:7]=1)/[C:3]([OH:32])=[O:2], predict the reactants needed to synthesize it. The reactants are: C[O:2][C:3](=[O:32])/[C:4](/[O:30][CH3:31])=[CH:5]/[C:6]1[C:11]2[S:12][CH:13]=[CH:14][C:10]=2[C:9]([O:15][CH2:16][CH2:17][C:18]2[N:19]=[C:20]([C:24]3[CH:29]=[CH:28][CH:27]=[CH:26][CH:25]=3)[O:21][C:22]=2[CH3:23])=[CH:8][CH:7]=1.[OH-].[K+].Cl. (2) Given the product [CH:11]([C:14]1[S:18][C:17]2[CH:19]=[CH:20][CH:21]=[CH:22][C:16]=2[C:15]=1[S:6]([Cl:10])(=[O:8])=[O:7])([CH3:13])[CH3:12], predict the reactants needed to synthesize it. The reactants are: CN(C=O)C.[S:6]([Cl:10])(Cl)(=[O:8])=[O:7].[CH:11]([C:14]1[S:18][C:17]2[CH:19]=[CH:20][CH:21]=[CH:22][C:16]=2[CH:15]=1)([CH3:13])[CH3:12]. (3) Given the product [Si:22]([O:1][C:2]1[CH:7]=[CH:6][C:5]([C:8](=[O:10])[CH3:9])=[CH:4][C:3]=1[O:11][CH3:12])([C:18]([CH3:21])([CH3:20])[CH3:19])([CH3:25])[CH3:24], predict the reactants needed to synthesize it. The reactants are: [OH:1][C:2]1[CH:7]=[CH:6][C:5]([C:8](=[O:10])[CH3:9])=[CH:4][C:3]=1[O:11][CH3:12].N1C=CN=C1.[C:18]([Si:22]([CH3:25])([CH3:24])Cl)([CH3:21])([CH3:20])[CH3:19].[Cl-].[NH4+]. (4) Given the product [CH2:3]([N:5]1[C:13]2[C:8](=[CH:9][C:10]([C:14]3[NH:15][C:16]4[N:17]([N:21]=[C:22]([CH3:29])[C:23]=4[C:24]([OH:26])=[O:25])[C:18](=[O:20])[CH:19]=3)=[CH:11][CH:12]=2)[CH:7]=[N:6]1)[CH3:4], predict the reactants needed to synthesize it. The reactants are: [OH-].[Na+].[CH2:3]([N:5]1[C:13]2[C:8](=[CH:9][C:10]([C:14]3[NH:15][C:16]4[N:17]([N:21]=[C:22]([CH3:29])[C:23]=4[C:24]([O:26]CC)=[O:25])[C:18](=[O:20])[CH:19]=3)=[CH:11][CH:12]=2)[CH:7]=[N:6]1)[CH3:4]. (5) Given the product [F:1][C:2]1[CH:7]=[CH:6][C:5]([CH2:8][C:9]2[CH:18]=[C:17]3[C:12]([C:13]([OH:34])=[C:14]([C:29]([NH:35][CH:36]([CH3:39])[CH2:37][OH:38])=[O:30])[C:15](=[O:28])[N:16]3[CH2:19][C:20](=[O:27])[N:21]3[CH2:22][CH2:23][CH2:24][CH2:25][CH2:26]3)=[N:11][CH:10]=2)=[CH:4][CH:3]=1, predict the reactants needed to synthesize it. The reactants are: [F:1][C:2]1[CH:7]=[CH:6][C:5]([CH2:8][C:9]2[CH:18]=[C:17]3[C:12]([C:13]([OH:34])=[C:14]([C:29](OCC)=[O:30])[C:15](=[O:28])[N:16]3[CH2:19][C:20](=[O:27])[N:21]3[CH2:26][CH2:25][CH2:24][CH2:23][CH2:22]3)=[N:11][CH:10]=2)=[CH:4][CH:3]=1.[NH2:35][CH:36]([CH3:39])[CH2:37][OH:38].